The task is: Binary Classification. Given a T-cell receptor sequence (or CDR3 region) and an epitope sequence, predict whether binding occurs between them.. This data is from TCR-epitope binding with 47,182 pairs between 192 epitopes and 23,139 TCRs. (1) The epitope is NLWNTFTRL. The TCR CDR3 sequence is CASSKVFRAGANVLTF. Result: 1 (the TCR binds to the epitope). (2) The epitope is CLGGLLTMV. The TCR CDR3 sequence is CASSWGLEQYF. Result: 0 (the TCR does not bind to the epitope). (3) The epitope is TPINLVRDL. The TCR CDR3 sequence is CASSRSSSGLYEQYF. Result: 1 (the TCR binds to the epitope). (4) Result: 1 (the TCR binds to the epitope). The TCR CDR3 sequence is CASRLTGVNKNIQYF. The epitope is RAKFKQLL.